Task: Predict which catalyst facilitates the given reaction.. Dataset: Catalyst prediction with 721,799 reactions and 888 catalyst types from USPTO (1) Reactant: [CH3:1][CH:2]([CH3:25])[CH2:3][C@H:4]([N:8]1[CH2:12][C:11]([O:13][C:14]2[C:23]3[C:18](=[CH:19][CH:20]=[CH:21][CH:22]=3)[CH:17]=[CH:16][CH:15]=2)=[CH:10][C:9]1=[O:24])[C:5](O)=[O:6].C(N(CC)C(C)C)(C)C.F[P-](F)(F)(F)(F)F.N1(O[P+](N(C)C)(N(C)C)N(C)C)C2C=CC=CC=2N=N1.[CH3:62][C:63]1([CH3:75])[O:67][C@H:66]([CH2:68][N:69]2[CH:73]=[CH:72][C:71]([NH2:74])=[N:70]2)[CH2:65][O:64]1. Product: [CH3:62][C:63]1([CH3:75])[O:67][C@H:66]([CH2:68][N:69]2[CH:73]=[CH:72][C:71]([NH:74][C:5](=[O:6])[C@@H:4]([N:8]3[CH2:12][C:11]([O:13][C:14]4[C:23]5[C:18](=[CH:19][CH:20]=[CH:21][CH:22]=5)[CH:17]=[CH:16][CH:15]=4)=[CH:10][C:9]3=[O:24])[CH2:3][CH:2]([CH3:25])[CH3:1])=[N:70]2)[CH2:65][O:64]1. The catalyst class is: 42. (2) Reactant: [Br:1][C:2]1[C:3]([CH3:11])=[N:4][N:5]([CH3:10])[C:6]=1[C:7](O)=[O:8].[Cl-].[NH4+].C1C=CC2N(O)N=[N:20]C=2C=1.C(Cl)CCl.C(N(C(C)C)C(C)C)C. Product: [Br:1][C:2]1[C:3]([CH3:11])=[N:4][N:5]([CH3:10])[C:6]=1[C:7]([NH2:20])=[O:8]. The catalyst class is: 31. (3) Reactant: [NH2:1][C:2]1[CH:7]=[CH:6][CH:5]=[CH:4][C:3]=1[NH:8][C:9]([C:11]1[CH:12]=[N:13][C:14]([N:17]2[CH2:22][CH2:21][NH:20][CH2:19][CH2:18]2)=[N:15][CH:16]=1)=[O:10].Br[CH2:24][CH2:25][O:26][C:27]1[CH:32]=[CH:31][CH:30]=[CH:29][CH:28]=1.C(N(CC)CC)C.[I-].[K+]. Product: [NH2:1][C:2]1[CH:7]=[CH:6][CH:5]=[CH:4][C:3]=1[NH:8][C:9]([C:11]1[CH:12]=[N:13][C:14]([N:17]2[CH2:18][CH2:19][N:20]([CH2:24][CH2:25][O:26][C:27]3[CH:32]=[CH:31][CH:30]=[CH:29][CH:28]=3)[CH2:21][CH2:22]2)=[N:15][CH:16]=1)=[O:10]. The catalyst class is: 9.